This data is from Full USPTO retrosynthesis dataset with 1.9M reactions from patents (1976-2016). The task is: Predict the reactants needed to synthesize the given product. (1) Given the product [CH2:46]([O:53][CH2:54][CH2:55][NH:56][C:13]1[CH:12]=[C:11]([CH3:19])[N:10]=[C:9]([Cl:8])[C:14]=1[N+:15]([O-:17])=[O:16])[C:47]1[CH:52]=[CH:51][CH:50]=[CH:49][CH:48]=1, predict the reactants needed to synthesize it. The reactants are: C(N(CC)CC)C.[Cl:8][C:9]1[C:14]([N+:15]([O-:17])=[O:16])=[C:13](Cl)[CH:12]=[C:11]([CH3:19])[N:10]=1.OC1C([N+]([O-])=O)=C(O)C=C(C)N=1.OC1C([N+]([O-])=O)=C(O)C(C)=C(C)N=1.Cl.[CH2:46]([O:53][CH2:54][CH2:55][NH2:56])[C:47]1[CH:52]=[CH:51][CH:50]=[CH:49][CH:48]=1. (2) Given the product [C:13](/[C:15](=[CH:11]\[C:2]1[CH:3]=[CH:4][C:5]2[C:10](=[N:9][CH:8]=[CH:7][CH:6]=2)[N:1]=1)/[C:16]([NH:18][C@H:19]([C:23]1[CH:24]=[CH:25][CH:26]=[CH:27][CH:28]=1)[CH2:20][CH2:21][CH3:22])=[O:17])#[N:14], predict the reactants needed to synthesize it. The reactants are: [N:1]1[C:10]2[C:5](=[CH:6][CH:7]=[CH:8][N:9]=2)[CH:4]=[CH:3][C:2]=1[CH:11]=O.[C:13]([CH2:15][C:16]([NH:18][C@H:19]([C:23]1[CH:28]=[CH:27][CH:26]=[CH:25][CH:24]=1)[CH2:20][CH2:21][CH3:22])=[O:17])#[N:14].NCCC(O)=O.CC(O)C.